Dataset: Catalyst prediction with 721,799 reactions and 888 catalyst types from USPTO. Task: Predict which catalyst facilitates the given reaction. (1) Reactant: [F:1][C:2]1[CH:7]=[C:6]([O:8][CH3:9])[CH:5]=[C:4]([F:10])[C:3]=1[CH2:11][C:12]([OH:14])=[O:13].[C:15]([O-])(O)=O.[Na+]. The catalyst class is: 240. Product: [F:1][C:2]1[CH:7]=[C:6]([O:8][CH3:9])[CH:5]=[C:4]([F:10])[C:3]=1[CH2:11][C:12]([O:14][CH3:15])=[O:13]. (2) Reactant: [CH:1]([O:4][C:5]1[CH:30]=[CH:29][C:8]([C:9]([N:11]2[CH2:16][CH2:15][C:14]3([O:21][C:20]([C:22]4[CH:23]=[N:24][CH:25]=[CH:26][CH:27]=4)=[CH:19][C:18](=[O:28])[CH2:17]3)[CH2:13][CH2:12]2)=[O:10])=[CH:7][C:6]=1[CH3:31])([CH3:3])[CH3:2].[BH4-].[Na+].[Cl-].[NH4+]. Product: [OH:28][CH:18]1[CH2:17][C:14]2([CH2:13][CH2:12][N:11]([C:9]([C:8]3[CH:29]=[CH:30][C:5]([O:4][CH:1]([CH3:3])[CH3:2])=[C:6]([CH3:31])[CH:7]=3)=[O:10])[CH2:16][CH2:15]2)[O:21][C:20]([C:22]2[CH:23]=[N:24][CH:25]=[CH:26][CH:27]=2)=[CH:19]1. The catalyst class is: 5. (3) Reactant: [C:1]1([C:7]2[CH:24]=[CH:23][C:10]3[CH2:11][N:12](C(OC(C)(C)C)=O)[CH2:13][CH2:14][O:15][C:9]=3[CH:8]=2)[CH:6]=[CH:5][CH:4]=[CH:3][CH:2]=1.C(OCC)(=O)C.[ClH:31]. Product: [ClH:31].[C:1]1([C:7]2[CH:24]=[CH:23][C:10]3[CH2:11][NH:12][CH2:13][CH2:14][O:15][C:9]=3[CH:8]=2)[CH:2]=[CH:3][CH:4]=[CH:5][CH:6]=1. The catalyst class is: 13.